This data is from PAMPA (Parallel Artificial Membrane Permeability Assay) permeability data from NCATS. The task is: Regression/Classification. Given a drug SMILES string, predict its absorption, distribution, metabolism, or excretion properties. Task type varies by dataset: regression for continuous measurements (e.g., permeability, clearance, half-life) or binary classification for categorical outcomes (e.g., BBB penetration, CYP inhibition). Dataset: pampa_ncats. (1) The molecule is C1CN(CCN1C2=CC=CC(=C2)C(F)(F)F)C(=S)NC3=CC=CC=N3. The result is 1 (high permeability). (2) The molecule is C1CN(CCC1C(=O)N)C2=NC=C(S2)C3=CC(=CC=C3)F. The result is 1 (high permeability).